This data is from Full USPTO retrosynthesis dataset with 1.9M reactions from patents (1976-2016). The task is: Predict the reactants needed to synthesize the given product. (1) Given the product [CH:2]1([CH2:5][O:6][C:7]2[CH:12]=[C:11]([F:13])[C:10]([O:14][CH3:15])=[CH:9][C:8]=2[C:16]2[C:17]3[NH:25][C:24]([CH3:26])=[C:23]([C:27]([NH:29][CH:30]4[CH2:31][CH2:32][N:33]([C:36](=[O:39])[CH2:37][CH3:38])[CH2:34][CH2:35]4)=[O:28])[C:18]=3[N:19]=[C:20]([CH3:22])[N:21]=2)[CH2:4][CH2:3]1, predict the reactants needed to synthesize it. The reactants are: Cl.[CH:2]1([CH2:5][O:6][C:7]2[CH:12]=[C:11]([F:13])[C:10]([O:14][CH3:15])=[CH:9][C:8]=2[C:16]2[C:17]3[NH:25][C:24]([CH3:26])=[C:23]([C:27]([NH:29][CH:30]4[CH2:35][CH2:34][NH:33][CH2:32][CH2:31]4)=[O:28])[C:18]=3[N:19]=[C:20]([CH3:22])[N:21]=2)[CH2:4][CH2:3]1.[C:36](Cl)(=[O:39])[CH2:37][CH3:38]. (2) Given the product [CH3:1][CH:2]([CH3:25])[CH:3]([NH:8][C:9]([C:11]1[S:12][C:13]([C:16]2[CH:21]=[CH:20][C:19]([NH:22][C:27]([NH:26][C:29]3[CH:34]=[CH:33][CH:32]=[C:31]([C:35]([F:36])([F:37])[F:38])[CH:30]=3)=[O:28])=[CH:18][CH:17]=2)=[CH:14][N:15]=1)=[O:10])[C:4]([O:6][CH3:7])=[O:5], predict the reactants needed to synthesize it. The reactants are: [CH3:1][CH:2]([CH3:25])[CH:3]([NH:8][C:9]([C:11]1[S:12][C:13]([C:16]2[CH:21]=[CH:20][C:19]([N+:22]([O-])=O)=[CH:18][CH:17]=2)=[CH:14][N:15]=1)=[O:10])[C:4]([O:6][CH3:7])=[O:5].[N:26]([C:29]1[CH:34]=[CH:33][CH:32]=[C:31]([C:35]([F:38])([F:37])[F:36])[CH:30]=1)=[C:27]=[O:28]. (3) Given the product [ClH:46].[Cl:46][C:42]1[CH:41]=[C:40]([C@@H:38]([OH:39])[CH2:37][NH:8][CH2:9][CH2:10][CH2:11][C:12]2[CH:13]=[CH:14][C:15]([S:18]([C:21]3[CH:22]=[C:23]([CH:34]=[CH:35][CH:36]=3)[O:24][C:25]3[CH:33]=[CH:32][CH:31]=[CH:30][C:26]=3[C:27]([OH:29])=[O:28])(=[O:19])=[O:20])=[CH:16][CH:17]=2)[CH:45]=[CH:44][CH:43]=1, predict the reactants needed to synthesize it. The reactants are: C(OC([N:8]([CH2:37][C@@H:38]([C:40]1[CH:45]=[CH:44][CH:43]=[C:42]([Cl:46])[CH:41]=1)[OH:39])[CH2:9][CH2:10][CH2:11][C:12]1[CH:17]=[CH:16][C:15]([S:18]([C:21]2[CH:22]=[C:23]([CH:34]=[CH:35][CH:36]=2)[O:24][C:25]2[CH:33]=[CH:32][CH:31]=[CH:30][C:26]=2[C:27]([OH:29])=[O:28])(=[O:20])=[O:19])=[CH:14][CH:13]=1)=O)(C)(C)C.Cl. (4) Given the product [F:32][C:33]1[CH:34]=[C:35]([CH:41]([OH:47])[CH2:8][CH2:9][CH2:10][N:11]([C@H:25]2[CH2:30][CH2:29][C@H:28]([CH3:31])[CH2:27][CH2:26]2)[C:12](=[O:24])[NH:13][C:14]2[S:15][C:16]([S:19][CH2:20][C:21]([OH:23])=[O:22])=[CH:17][N:18]=2)[CH:36]=[CH:37][C:38]=1[O:39][CH3:40], predict the reactants needed to synthesize it. The reactants are: ClC1C=C([CH2:8][CH2:9][CH2:10][N:11]([C@H:25]2[CH2:30][CH2:29][C@H:28]([CH3:31])[CH2:27][CH2:26]2)[C:12](=[O:24])[NH:13][C:14]2[S:15][C:16]([S:19][CH2:20][C:21]([OH:23])=[O:22])=[CH:17][N:18]=2)C=CC=1.[F:32][C:33]1[CH:34]=[C:35]([C:41](=[O:47])CCC(O)=O)[CH:36]=[CH:37][C:38]=1[O:39][CH3:40].C(OC(=O)CSC1SC(N)=NC=1)C. (5) Given the product [CH:27]1([NH:26][C:24](=[O:25])[NH:23][C:20]2[CH:21]=[CH:22][C:17]([C:14]3[CH:13]=[C:12]([C:10]([NH:9][C@@H:4]([CH2:5][CH:6]([CH3:7])[CH3:8])[C:3]([OH:33])=[O:2])=[O:11])[O:16][N:15]=3)=[CH:18][CH:19]=2)[CH2:28][CH2:29][CH2:30][CH2:31][CH2:32]1, predict the reactants needed to synthesize it. The reactants are: C[O:2][C:3](=[O:33])[C@@H:4]([NH:9][C:10]([C:12]1[O:16][N:15]=[C:14]([C:17]2[CH:22]=[CH:21][C:20]([NH:23][C:24]([NH:26][CH:27]3[CH2:32][CH2:31][CH2:30][CH2:29][CH2:28]3)=[O:25])=[CH:19][CH:18]=2)[CH:13]=1)=[O:11])[CH2:5][CH:6]([CH3:8])[CH3:7].[K+].[Br-]. (6) Given the product [CH3:1][C:2]1[C:3]2[N:4]([C:18]([C:21]([NH:24][C:25]3[CH:30]=[CH:29][N:28]=[CH:27][CH:26]=3)=[O:23])=[CH:19][N:20]=2)[N:5]=[C:6]([C:8]2[CH:13]=[CH:12][CH:11]=[CH:10][C:9]=2[C:14]([F:15])([F:16])[F:17])[CH:7]=1, predict the reactants needed to synthesize it. The reactants are: [CH3:1][C:2]1[C:3]2[N:4]([C:18]([C:21]([OH:23])=O)=[CH:19][N:20]=2)[N:5]=[C:6]([C:8]2[CH:13]=[CH:12][CH:11]=[CH:10][C:9]=2[C:14]([F:17])([F:16])[F:15])[CH:7]=1.[NH2:24][C:25]1[CH:30]=[CH:29][N:28]=[CH:27][CH:26]=1.O1CCN(CC2N=C(NC(C3N4N=C(C5C=CC=CC=5C(F)(F)F)C=CC4=NC=3)=O)C=CC=2)CC1.